This data is from Full USPTO retrosynthesis dataset with 1.9M reactions from patents (1976-2016). The task is: Predict the reactants needed to synthesize the given product. (1) The reactants are: [Br:1][C:2]1[CH:38]=[CH:37][C:36]([F:39])=[CH:35][C:3]=1[O:4][CH:5]1[CH2:10][CH2:9][N:8]([C:11]2[S:15][C:14]([C:16]3[N:20]=[C:19]([CH2:21][C@@H:22]([C:30]([O:32]CC)=[O:31])[NH:23]C(=O)C(F)(F)F)[O:18][N:17]=3)=[N:13][N:12]=2)[CH2:7][CH2:6]1.[OH-].[Na+].Cl. Given the product [Br:1][C:2]1[CH:38]=[CH:37][C:36]([F:39])=[CH:35][C:3]=1[O:4][CH:5]1[CH2:10][CH2:9][N:8]([C:11]2[S:15][C:14]([C:16]3[N:20]=[C:19]([CH2:21][C@@H:22]([C:30]([OH:32])=[O:31])[NH2:23])[O:18][N:17]=3)=[N:13][N:12]=2)[CH2:7][CH2:6]1, predict the reactants needed to synthesize it. (2) Given the product [Cl:1][C:2]1[CH:3]=[CH:4][C:5]([N:8]2[C:12]([CH:13]([CH:17]3[CH2:18][CH2:19][CH2:20][CH2:21][CH2:22]3)[C:14]([NH:38][CH:32]3[CH2:37][CH2:36][CH2:35][CH2:34][CH2:33]3)=[O:15])=[C:11]3[CH2:23][CH2:24][CH2:25][CH2:26][CH2:27][C:10]3=[N:9]2)=[CH:6][CH:7]=1, predict the reactants needed to synthesize it. The reactants are: [Cl:1][C:2]1[CH:7]=[CH:6][C:5]([N:8]2[C:12]([CH:13]([CH:17]3[CH2:22][CH2:21][CH2:20][CH2:19][CH2:18]3)[C:14](O)=[O:15])=[C:11]3[CH2:23][CH2:24][CH2:25][CH2:26][CH2:27][C:10]3=[N:9]2)=[CH:4][CH:3]=1.S(Cl)(Cl)=O.[CH:32]1([NH2:38])[CH2:37][CH2:36][CH2:35][CH2:34][CH2:33]1. (3) Given the product [F:35][C:32]([F:33])([F:34])[C:29]1[CH:30]=[CH:31][C:26]([C:23]2[CH:24]=[CH:25][C:20]([CH2:19][S:16][C:13]3[CH:14]=[CH:15][C:6]([O:5][CH2:4][C:3]([OH:2])=[O:17])=[C:7]4[C:12]=3[O:11][CH2:10][CH2:9][CH2:8]4)=[CH:21][CH:22]=2)=[N:27][CH:28]=1, predict the reactants needed to synthesize it. The reactants are: C[O:2][C:3](=[O:17])[CH2:4][O:5][C:6]1[CH:15]=[CH:14][C:13]([SH:16])=[C:12]2[C:7]=1[CH2:8][CH2:9][CH2:10][O:11]2.Cl[CH2:19][C:20]1[CH:25]=[CH:24][C:23]([C:26]2[CH:31]=[CH:30][C:29]([C:32]([F:35])([F:34])[F:33])=[CH:28][N:27]=2)=[CH:22][CH:21]=1. (4) Given the product [N:38]1[C:30]2[NH:26][CH:27]=[CH:29][C:32]=2[C:35]([N:18]2[CH2:17][CH2:16][CH:15]([NH2:21])[CH2:20][CH2:19]2)=[N:36][CH:37]=1, predict the reactants needed to synthesize it. The reactants are: CN1CCN(C2C=CC3NC([C:15]4([NH2:21])[CH2:20][CH2:19][NH:18][CH2:17][CH2:16]4)=NC=3C=2)CC1.C([N:26]([CH:30]([CH3:32])C)[CH:27]([CH3:29])C)C.ClC1[N:38]=[CH:37][N:36]=[C:35]2[C:35]=1[NH:36][CH:37]=[N:38]2. (5) Given the product [C:1]([O:5][C:6]([N:8]([C:13]1[C:21]2[C:16](=[CH:17][CH:18]=[CH:19][CH:20]=2)[N:15]([CH2:22][C:23]([O:25][C@H:34]([C:36]2[CH:41]=[CH:40][C:39]([O:42][CH:43]([F:44])[F:45])=[C:38]([O:46][CH2:47][CH:48]3[CH2:49][CH2:50]3)[CH:37]=2)[CH2:33][C:32]2[C:31]([Cl:51])=[CH:30][N+:29]([O-:52])=[CH:28][C:27]=2[Cl:26])=[O:24])[CH:14]=1)[S:9]([CH3:12])(=[O:11])=[O:10])=[O:7])([CH3:4])([CH3:2])[CH3:3], predict the reactants needed to synthesize it. The reactants are: [C:1]([O:5][C:6]([N:8]([C:13]1[C:21]2[C:16](=[CH:17][CH:18]=[CH:19][CH:20]=2)[N:15]([CH2:22][C:23]([OH:25])=[O:24])[CH:14]=1)[S:9]([CH3:12])(=[O:11])=[O:10])=[O:7])([CH3:4])([CH3:3])[CH3:2].[Cl:26][C:27]1[CH:28]=[N+:29]([O-:52])[CH:30]=[C:31]([Cl:51])[C:32]=1[CH2:33][C@@H:34]([C:36]1[CH:41]=[CH:40][C:39]([O:42][CH:43]([F:45])[F:44])=[C:38]([O:46][CH2:47][CH:48]2[CH2:50][CH2:49]2)[CH:37]=1)O.C(Cl)CCl.